Task: Regression. Given two drug SMILES strings and cell line genomic features, predict the synergy score measuring deviation from expected non-interaction effect.. Dataset: NCI-60 drug combinations with 297,098 pairs across 59 cell lines (1) Drug 1: CC1=C2C(C(=O)C3(C(CC4C(C3C(C(C2(C)C)(CC1OC(=O)C(C(C5=CC=CC=C5)NC(=O)OC(C)(C)C)O)O)OC(=O)C6=CC=CC=C6)(CO4)OC(=O)C)O)C)O. Drug 2: CC12CCC3C(C1CCC2OP(=O)(O)O)CCC4=C3C=CC(=C4)OC(=O)N(CCCl)CCCl.[Na+]. Cell line: MOLT-4. Synergy scores: CSS=76.9, Synergy_ZIP=36.5, Synergy_Bliss=32.7, Synergy_Loewe=37.4, Synergy_HSA=37.5. (2) Drug 1: C1CCC(C1)C(CC#N)N2C=C(C=N2)C3=C4C=CNC4=NC=N3. Drug 2: C#CCC(CC1=CN=C2C(=N1)C(=NC(=N2)N)N)C3=CC=C(C=C3)C(=O)NC(CCC(=O)O)C(=O)O. Cell line: NCI-H522. Synergy scores: CSS=9.45, Synergy_ZIP=-3.07, Synergy_Bliss=1.95, Synergy_Loewe=1.46, Synergy_HSA=1.65. (3) Drug 1: CS(=O)(=O)CCNCC1=CC=C(O1)C2=CC3=C(C=C2)N=CN=C3NC4=CC(=C(C=C4)OCC5=CC(=CC=C5)F)Cl. Drug 2: CCC1(C2=C(COC1=O)C(=O)N3CC4=CC5=C(C=CC(=C5CN(C)C)O)N=C4C3=C2)O. Cell line: NCIH23. Synergy scores: CSS=83.7, Synergy_ZIP=12.8, Synergy_Bliss=11.4, Synergy_Loewe=2.22, Synergy_HSA=14.6. (4) Drug 1: CN(C)N=NC1=C(NC=N1)C(=O)N. Drug 2: C1=NNC2=C1C(=O)NC=N2. Cell line: DU-145. Synergy scores: CSS=4.21, Synergy_ZIP=-1.72, Synergy_Bliss=-1.91, Synergy_Loewe=-3.79, Synergy_HSA=-3.65. (5) Drug 1: C1CN1C2=NC(=NC(=N2)N3CC3)N4CC4. Drug 2: CN(CC1=CN=C2C(=N1)C(=NC(=N2)N)N)C3=CC=C(C=C3)C(=O)NC(CCC(=O)O)C(=O)O. Cell line: HCT116. Synergy scores: CSS=52.8, Synergy_ZIP=-3.92, Synergy_Bliss=-8.27, Synergy_Loewe=-9.69, Synergy_HSA=-5.41. (6) Drug 1: C1CCC(CC1)NC(=O)N(CCCl)N=O. Drug 2: CCCCCOC(=O)NC1=NC(=O)N(C=C1F)C2C(C(C(O2)C)O)O. Cell line: RXF 393. Synergy scores: CSS=22.4, Synergy_ZIP=-5.22, Synergy_Bliss=-0.515, Synergy_Loewe=-1.27, Synergy_HSA=0.767. (7) Drug 2: C1C(C(OC1N2C=NC3=C2NC=NCC3O)CO)O. Synergy scores: CSS=6.46, Synergy_ZIP=-3.18, Synergy_Bliss=-4.17, Synergy_Loewe=-10.6, Synergy_HSA=-2.94. Drug 1: CN(C)N=NC1=C(NC=N1)C(=O)N. Cell line: SK-OV-3. (8) Drug 1: C1CN1P(=S)(N2CC2)N3CC3. Drug 2: CC1=C(C(=O)C2=C(C1=O)N3CC4C(C3(C2COC(=O)N)OC)N4)N. Cell line: RPMI-8226. Synergy scores: CSS=36.2, Synergy_ZIP=-2.03, Synergy_Bliss=0.980, Synergy_Loewe=2.26, Synergy_HSA=4.98.